From a dataset of Reaction yield outcomes from USPTO patents with 853,638 reactions. Predict the reaction yield, written as a fraction of the theoretical maximum amount of product (1.0 means a 100% yield; for example, 0.34 means a 34% yield). The reactants are Cl[C:2]1[C:11]2[C:6](=[CH:7][C:8]([S:12]([O:15][C:16]3[C:21]([F:22])=[C:20]([F:23])[C:19]([F:24])=[C:18]([F:25])[C:17]=3[F:26])(=[O:14])=[O:13])=[CH:9][CH:10]=2)[CH:5]=[CH:4][N:3]=1.[Cl:27][C:28]1[CH:35]=[C:34]([O:36][CH3:37])[C:33](B2OC(C)(C)C(C)(C)O2)=[CH:32][C:29]=1[C:30]#[N:31].C(=O)([O-])[O-].[K+].[K+]. The catalyst is CCCCCCC.C1C=CC([P]([Pd]([P](C2C=CC=CC=2)(C2C=CC=CC=2)C2C=CC=CC=2)([P](C2C=CC=CC=2)(C2C=CC=CC=2)C2C=CC=CC=2)[P](C2C=CC=CC=2)(C2C=CC=CC=2)C2C=CC=CC=2)(C2C=CC=CC=2)C2C=CC=CC=2)=CC=1. The product is [Cl:27][C:28]1[C:29]([C:30]#[N:31])=[CH:32][C:33]([C:2]2[C:11]3[C:6](=[CH:7][C:8]([S:12]([O:15][C:16]4[C:17]([F:26])=[C:18]([F:25])[C:19]([F:24])=[C:20]([F:23])[C:21]=4[F:22])(=[O:14])=[O:13])=[CH:9][CH:10]=3)[CH:5]=[CH:4][N:3]=2)=[C:34]([O:36][CH3:37])[CH:35]=1. The yield is 0.690.